From a dataset of Peptide-MHC class II binding affinity with 134,281 pairs from IEDB. Regression. Given a peptide amino acid sequence and an MHC pseudo amino acid sequence, predict their binding affinity value. This is MHC class II binding data. (1) The peptide sequence is EQISVLRKAFDAFDR. The MHC is DRB1_0405 with pseudo-sequence DRB1_0405. The binding affinity (normalized) is 0.712. (2) The peptide sequence is CISMIGLCACVVDVW. The MHC is DRB5_0101 with pseudo-sequence DRB5_0101. The binding affinity (normalized) is 0. (3) The peptide sequence is EKKYHAATQFEPLAA. The MHC is DRB1_1602 with pseudo-sequence DRB1_1602. The binding affinity (normalized) is 0.433. (4) The peptide sequence is PTIGVGGNFAGGGFG. The MHC is HLA-DPA10201-DPB10101 with pseudo-sequence HLA-DPA10201-DPB10101. The binding affinity (normalized) is 0.0467. (5) The peptide sequence is ILVLILAHPSKRSQK. The MHC is DRB1_0802 with pseudo-sequence DRB1_0802. The binding affinity (normalized) is 0.458. (6) The peptide sequence is WLGARYLEFEALGFLKK. The MHC is DRB1_1101 with pseudo-sequence DRB1_1101. The binding affinity (normalized) is 0.592.